Dataset: NCI-60 drug combinations with 297,098 pairs across 59 cell lines. Task: Regression. Given two drug SMILES strings and cell line genomic features, predict the synergy score measuring deviation from expected non-interaction effect. Drug 1: COC1=C(C=C2C(=C1)N=CN=C2NC3=CC(=C(C=C3)F)Cl)OCCCN4CCOCC4. Drug 2: CC1C(C(CC(O1)OC2CC(CC3=C2C(=C4C(=C3O)C(=O)C5=CC=CC=C5C4=O)O)(C(=O)C)O)N)O. Cell line: CCRF-CEM. Synergy scores: CSS=36.6, Synergy_ZIP=0.537, Synergy_Bliss=0.0715, Synergy_Loewe=-21.9, Synergy_HSA=0.796.